Dataset: Catalyst prediction with 721,799 reactions and 888 catalyst types from USPTO. Task: Predict which catalyst facilitates the given reaction. (1) Reactant: [C:1](=[NH:14])([C:8]1[CH:13]=[CH:12][CH:11]=[CH:10][CH:9]=1)[C:2]1[CH:7]=[CH:6][CH:5]=[CH:4][CH:3]=1.N[C:16]1[CH:17]=[C:18]([OH:22])[CH:19]=[CH:20][CH:21]=1.O. Product: [C:1](=[N:14][C:16]1[CH:17]=[C:18]([OH:22])[CH:19]=[CH:20][CH:21]=1)([C:8]1[CH:9]=[CH:10][CH:11]=[CH:12][CH:13]=1)[C:2]1[CH:7]=[CH:6][CH:5]=[CH:4][CH:3]=1. The catalyst class is: 11. (2) Reactant: C(O)(=O)C.C([O-])(=O)C.[Na+].[P:10]([O:47]C(C)(C)C)([O:42]C(C)(C)C)([O:12][CH2:13][N:14]([C:32]([C:34]1[C:39]([F:40])=[CH:38][CH:37]=[CH:36][C:35]=1[F:41])=[O:33])[C:15]1[CH:16]=[N:17][N:18]([CH2:20][C:21]2[C:26]([C:27]([F:30])([F:29])[F:28])=[CH:25][CH:24]=[CH:23][C:22]=2[F:31])[CH:19]=1)=[O:11]. Product: [P:10]([OH:47])([OH:42])([O:12][CH2:13][N:14]([C:32]([C:34]1[C:39]([F:40])=[CH:38][CH:37]=[CH:36][C:35]=1[F:41])=[O:33])[C:15]1[CH:16]=[N:17][N:18]([CH2:20][C:21]2[C:26]([C:27]([F:30])([F:28])[F:29])=[CH:25][CH:24]=[CH:23][C:22]=2[F:31])[CH:19]=1)=[O:11]. The catalyst class is: 32. (3) Reactant: CS([C:4]1[N:5]([CH2:38][C:39]([F:42])([F:41])[F:40])[C:6](=[O:37])[C:7]2[C:12]([C:13]3[CH:18]=[CH:17][CH:16]=[CH:15][CH:14]=3)=[C:11]([C:19]3[CH:24]=[CH:23][C:22]([C:25]4([NH:29][C:30](=[O:36])[O:31][C:32]([CH3:35])([CH3:34])[CH3:33])[CH2:28][CH2:27][CH2:26]4)=[CH:21][CH:20]=3)[O:10][C:8]=2[N:9]=1)=O.[NH2:43][CH2:44][CH2:45][OH:46]. Product: [OH:46][CH2:45][CH2:44][NH:43][C:4]1[N:5]([CH2:38][C:39]([F:42])([F:40])[F:41])[C:6](=[O:37])[C:7]2[C:12]([C:13]3[CH:14]=[CH:15][CH:16]=[CH:17][CH:18]=3)=[C:11]([C:19]3[CH:24]=[CH:23][C:22]([C:25]4([NH:29][C:30](=[O:36])[O:31][C:32]([CH3:35])([CH3:33])[CH3:34])[CH2:28][CH2:27][CH2:26]4)=[CH:21][CH:20]=3)[O:10][C:8]=2[N:9]=1. The catalyst class is: 7. (4) Reactant: ClCCl.[Cl-].[Al+3].[Cl-].[Cl-].[Cl-].[CH2:9]([O:11][C:12](=[O:18])[CH2:13][CH2:14][C:15]([OH:17])=O)[CH3:10].[Br:19][C:20]1[CH:21]=[CH:22][CH:23]=[C:24]2[C:28]=1[NH:27][CH:26]=[CH:25]2. Product: [Br:19][C:20]1[CH:21]=[CH:22][CH:23]=[C:24]2[C:28]=1[NH:27][CH:26]=[C:25]2[C:15](=[O:17])[CH2:14][CH2:13][C:12]([O:11][CH2:9][CH3:10])=[O:18]. The catalyst class is: 13. (5) Reactant: [C:1]([O:4][CH2:5][C:6]([CH2:46][O:47][C:48](=[O:50])[CH3:49])([OH:45])[C:7]#[C:8][C:9]1[CH:14]=[CH:13][C:12]([C@@H:15]2[C@@H:18]([CH2:19][CH2:20][C@@H:21]([C:23]3[CH:28]=[CH:27][C:26]([F:29])=[CH:25][CH:24]=3)[OH:22])[C:17](=[O:30])[N:16]2[C:31]2[CH:36]=[CH:35][C:34]([O:37][S:38]([C:41]([F:44])([F:43])[F:42])(=[O:40])=[O:39])=[CH:33][CH:32]=2)=[CH:11][CH:10]=1)(=[O:3])[CH3:2].CC(OI1(OC(C)=O)(OC(C)=O)OC(=O)C2C=CC=CC1=2)=O. Product: [C:1]([O:4][CH2:5][C:6]([CH2:46][O:47][C:48](=[O:50])[CH3:49])([OH:45])[C:7]#[C:8][C:9]1[CH:10]=[CH:11][C:12]([C@@H:15]2[C@@H:18]([CH2:19][CH2:20][C:21]([C:23]3[CH:24]=[CH:25][C:26]([F:29])=[CH:27][CH:28]=3)=[O:22])[C:17](=[O:30])[N:16]2[C:31]2[CH:36]=[CH:35][C:34]([O:37][S:38]([C:41]([F:44])([F:42])[F:43])(=[O:39])=[O:40])=[CH:33][CH:32]=2)=[CH:13][CH:14]=1)(=[O:3])[CH3:2]. The catalyst class is: 2. (6) Reactant: C([O:4][C@H:5]([CH2:23][C:24]1[CH:29]=[CH:28][CH:27]=[CH:26][CH:25]=1)[C:6]([NH:8][C:9]1[C:10]([O:21][CH3:22])=[N:11][CH:12]=[C:13]([C:15]2[CH:20]=[CH:19][N:18]=[CH:17][CH:16]=2)[CH:14]=1)=[O:7])(=O)C.C(=O)([O-])[O-].[K+].[K+]. Product: [OH:4][C@H:5]([CH2:23][C:24]1[CH:29]=[CH:28][CH:27]=[CH:26][CH:25]=1)[C:6]([NH:8][C:9]1[C:10]([O:21][CH3:22])=[N:11][CH:12]=[C:13]([C:15]2[CH:16]=[CH:17][N:18]=[CH:19][CH:20]=2)[CH:14]=1)=[O:7]. The catalyst class is: 5. (7) Reactant: [OH:1][C:2]1[C:7]([CH:8]=[O:9])=[C:6]([O:10][CH3:11])[N:5]=[C:4]([O:12][CH3:13])[N:3]=1.I[CH:15]([CH3:17])[CH3:16].[F-].[Cs+].O. Product: [CH:15]([O:1][C:2]1[C:7]([CH:8]=[O:9])=[C:6]([O:10][CH3:11])[N:5]=[C:4]([O:12][CH3:13])[N:3]=1)([CH3:17])[CH3:16]. The catalyst class is: 9. (8) Reactant: [CH3:1][O:2][C:3]1[N:8]=[CH:7][C:6]([NH:9][C:10]2[C:15]([C:16]3[N:21]=[C:20]([CH3:22])[N:19]=[C:18](SC)[N:17]=3)=[CH:14][N:13]=[CH:12][N:11]=2)=[CH:5][CH:4]=1.[OH-].[NH4+:26]. Product: [CH3:1][O:2][C:3]1[N:8]=[CH:7][C:6]([NH:9][C:10]2[C:15]([C:16]3[N:21]=[C:20]([CH3:22])[N:19]=[C:18]([NH2:26])[N:17]=3)=[CH:14][N:13]=[CH:12][N:11]=2)=[CH:5][CH:4]=1. The catalyst class is: 12.